Dataset: Forward reaction prediction with 1.9M reactions from USPTO patents (1976-2016). Task: Predict the product of the given reaction. (1) The product is: [Cl:1][C:2]1[CH:10]=[CH:9][CH:8]=[C:7]2[C:3]=1[C:4]([C:27]([NH2:31])=[O:28])=[N:5][N:6]2[C:11]1[CH:16]=[CH:15][CH:14]=[C:13]([C:17]#[C:18][C@:19]2([OH:26])[CH2:23][CH2:22][N:21]([CH3:24])[C:20]2=[O:25])[CH:12]=1. Given the reactants [Cl:1][C:2]1[CH:10]=[CH:9][CH:8]=[C:7]2[C:3]=1[C:4]([C:27](OC)=[O:28])=[N:5][N:6]2[C:11]1[CH:16]=[CH:15][CH:14]=[C:13]([C:17]#[C:18][C@:19]2([OH:26])[CH2:23][CH2:22][N:21]([CH3:24])[C:20]2=[O:25])[CH:12]=1.[NH3:31], predict the reaction product. (2) The product is: [N:1]1[CH:6]=[CH:5][CH:4]=[C:3]([C:11]2[CH:12]=[C:13]3[C:17](=[CH:18][CH:19]=2)[NH:16][C:15]2[C:20]([CH3:24])=[N:21][CH:22]=[CH:23][C:14]3=2)[CH:2]=1. Given the reactants [N:1]1[CH:6]=[CH:5][CH:4]=[C:3](B(O)O)[CH:2]=1.Br[C:11]1[CH:12]=[C:13]2[C:17](=[CH:18][CH:19]=1)[NH:16][C:15]1[C:20]([CH3:24])=[N:21][CH:22]=[CH:23][C:14]2=1.C([O-])([O-])=O.[K+].[K+], predict the reaction product.